Dataset: NCI-60 drug combinations with 297,098 pairs across 59 cell lines. Task: Regression. Given two drug SMILES strings and cell line genomic features, predict the synergy score measuring deviation from expected non-interaction effect. (1) Drug 1: CC1=CC=C(C=C1)C2=CC(=NN2C3=CC=C(C=C3)S(=O)(=O)N)C(F)(F)F. Drug 2: C1CN1C2=NC(=NC(=N2)N3CC3)N4CC4. Cell line: MDA-MB-231. Synergy scores: CSS=15.2, Synergy_ZIP=-3.02, Synergy_Bliss=-0.527, Synergy_Loewe=-10.5, Synergy_HSA=-3.07. (2) Drug 1: CC1=C(C(CCC1)(C)C)C=CC(=CC=CC(=CC(=O)O)C)C. Drug 2: C1CC(C1)(C(=O)O)C(=O)O.[NH2-].[NH2-].[Pt+2]. Cell line: TK-10. Synergy scores: CSS=0.711, Synergy_ZIP=-1.55, Synergy_Bliss=-1.47, Synergy_Loewe=-5.07, Synergy_HSA=-2.57. (3) Drug 1: CC1=C2C(C(=O)C3(C(CC4C(C3C(C(C2(C)C)(CC1OC(=O)C(C(C5=CC=CC=C5)NC(=O)OC(C)(C)C)O)O)OC(=O)C6=CC=CC=C6)(CO4)OC(=O)C)OC)C)OC. Drug 2: C1C(C(OC1N2C=NC3=C(N=C(N=C32)Cl)N)CO)O. Cell line: NCI/ADR-RES. Synergy scores: CSS=41.1, Synergy_ZIP=-1.05, Synergy_Bliss=1.65, Synergy_Loewe=0.894, Synergy_HSA=3.57.